This data is from Full USPTO retrosynthesis dataset with 1.9M reactions from patents (1976-2016). The task is: Predict the reactants needed to synthesize the given product. (1) Given the product [Cl:16][C:4]1[CH:3]=[C:2]([C:22](=[O:24])[CH3:23])[CH:7]=[N:6][C:5]=1[NH:8][C:9]1[CH:14]=[CH:13][C:12]([Cl:15])=[CH:11][CH:10]=1, predict the reactants needed to synthesize it. The reactants are: Br[C:2]1[CH:3]=[C:4]([Cl:16])[C:5]([NH:8][C:9]2[CH:14]=[CH:13][C:12]([Cl:15])=[CH:11][CH:10]=2)=[N:6][CH:7]=1.C([Sn](CCCC)(CCCC)[C:22]([O:24]CC)=[CH2:23])CCC.C(N(CC)CC)C.Cl.C([O-])(O)=O.[Na+]. (2) Given the product [Cl:18][C:16]1[CH:17]=[C:12]([C:6]2[C:5]3[N:19]([CH2:20][C@H:21]4[CH2:26][CH2:25][C@H:24]([CH3:27])[CH2:23][CH2:22]4)[C:2]([N:31]4[CH2:32][CH2:33][O:28][C@@H:29]5[CH2:36][CH2:35][CH2:34][C@@H:30]45)=[N:3][C:4]=3[CH:9]=[C:8]([C:10]#[N:11])[N:7]=2)[CH:13]=[N:14][CH:15]=1, predict the reactants needed to synthesize it. The reactants are: Br[C:2]1[N:19]([CH2:20][C@H:21]2[CH2:26][CH2:25][C@H:24]([CH3:27])[CH2:23][CH2:22]2)[C:5]2[C:6]([C:12]3[CH:13]=[N:14][CH:15]=[C:16]([Cl:18])[CH:17]=3)=[N:7][C:8]([C:10]#[N:11])=[CH:9][C:4]=2[N:3]=1.[O:28]1[CH2:33][CH2:32][NH:31][C@@H:30]2[CH2:34][CH2:35][CH2:36][C@@H:29]12.[F-].[K+].C(N(CC)C(C)C)(C)C. (3) Given the product [CH3:1][O:2][C:3]1[CH:4]=[C:5]([C:13]2[CH:14]=[CH:15][C:16]([O:19][C:25](=[O:26])[NH2:24])=[CH:17][CH:18]=2)[CH:6]=[CH:7][C:8]=1[CH:9]([CH3:12])[C:10]#[CH:11], predict the reactants needed to synthesize it. The reactants are: [CH3:1][O:2][C:3]1[CH:4]=[C:5]([C:13]2[CH:18]=[CH:17][C:16]([OH:19])=[CH:15][CH:14]=2)[CH:6]=[CH:7][C:8]=1[CH:9]([CH3:12])[C:10]#[CH:11].ClS([N:24]=[C:25]=[O:26])(=O)=O. (4) Given the product [CH3:17][C:18]1[CH:19]=[N:20][N:21]([C:23]2[CH:24]=[CH:25][C:26]([O:1][CH2:2][CH:3]3[CH:8]([NH:9][C:10](=[O:16])[O:11][C:12]([CH3:13])([CH3:15])[CH3:14])[CH2:7][CH2:6][O:5][CH2:4]3)=[CH:27][CH:28]=2)[CH:22]=1, predict the reactants needed to synthesize it. The reactants are: [OH:1][CH2:2][CH:3]1[CH:8]([NH:9][C:10](=[O:16])[O:11][C:12]([CH3:15])([CH3:14])[CH3:13])[CH2:7][CH2:6][O:5][CH2:4]1.[CH3:17][C:18]1[CH:19]=[N:20][N:21]([C:23]2[CH:28]=[CH:27][C:26](O)=[CH:25][CH:24]=2)[CH:22]=1.C1CCN(C(N=NC(N2CCCCC2)=O)=O)CC1.P(CCCC)(CCCC)CCCC. (5) Given the product [N:55]1([C:52]2[CH:51]=[CH:50][C:49]([NH:48][C:6]([N:8]3[CH2:9][CH2:10][CH:11]([C:14]4[C:23]5[C:18](=[CH:19][C:20]([O:25][CH2:26][CH2:27][CH2:28][N:29]6[CH2:30][CH2:31][N:32]([CH3:35])[CH2:33][CH2:34]6)=[C:21]([F:24])[CH:22]=5)[N:17]=[CH:16][N:15]=4)[CH2:12][CH2:13]3)=[O:7])=[CH:54][CH:53]=2)[CH2:56][CH2:57][O:58][CH2:59][CH2:60]1, predict the reactants needed to synthesize it. The reactants are: C(O[C:6]([N:8]1[CH2:13][CH2:12][CH:11]([C:14]2[C:23]3[C:18](=[CH:19][C:20]([O:25][CH2:26][CH2:27][CH2:28][N:29]4[CH2:34][CH2:33][N:32]([CH3:35])[CH2:31][CH2:30]4)=[C:21]([F:24])[CH:22]=3)[N:17]=[CH:16][N:15]=2)[CH2:10][CH2:9]1)=[O:7])(C)(C)C.Cl.[N+](C1C=CC(OC(=O)[NH:48][C:49]2[CH:54]=[CH:53][C:52]([N:55]3[CH2:60][CH2:59][O:58][CH2:57][CH2:56]3)=[CH:51][CH:50]=2)=CC=1)([O-])=O. (6) Given the product [Br:17][C:16]1[C:15]2[C:10](=[CH:11][CH:12]=[CH:13][CH:14]=2)[CH:9]=[N+:8]([O-:18])[C:7]=1[CH:5]([OH:4])[CH3:6], predict the reactants needed to synthesize it. The reactants are: C([O:4][CH:5]([C:7]1[N+:8]([O-:18])=[CH:9][C:10]2[C:15]([C:16]=1[Br:17])=[CH:14][CH:13]=[CH:12][CH:11]=2)[CH3:6])(=O)C.C(=O)([O-])[O-].[K+].[K+]. (7) Given the product [ClH:36].[CH2:1]([N:8]1[C:12]2([CH2:17][CH2:16][N:15]([C:18](=[O:22])[CH2:19][CH2:20][CH3:21])[CH2:14][CH2:13]2)[NH:11][C@@H:10]([CH2:23][C:24]2[CH:25]=[CH:26][CH:27]=[CH:28][CH:29]=2)[C:9]1=[O:30])[C:2]1[CH:7]=[CH:6][CH:5]=[CH:4][CH:3]=1, predict the reactants needed to synthesize it. The reactants are: [CH2:1]([N:8]1[C:12]2([CH2:17][CH2:16][N:15]([C:18](=[O:22])[CH2:19][CH2:20][CH3:21])[CH2:14][CH2:13]2)[NH:11][C@@H:10]([CH2:23][C:24]2[CH:29]=[CH:28][CH:27]=[CH:26][CH:25]=2)[C:9]1=[O:30])[C:2]1[CH:7]=[CH:6][CH:5]=[CH:4][CH:3]=1.O.C[Si]([Cl:36])(C)C. (8) Given the product [CH:24]1([NH:29][CH2:21][C@@H:19]([OH:20])[CH2:18][CH2:17][N:10]2[C:11]3[CH:16]=[CH:15][CH:14]=[CH:13][C:12]=3[N:8]([C:3]3[CH:4]=[CH:5][CH:6]=[CH:7][C:2]=3[F:1])[S:9]2(=[O:22])=[O:23])[CH2:28][CH2:27][CH2:26][CH2:25]1, predict the reactants needed to synthesize it. The reactants are: [F:1][C:2]1[CH:7]=[CH:6][CH:5]=[CH:4][C:3]=1[N:8]1[C:12]2[CH:13]=[CH:14][CH:15]=[CH:16][C:11]=2[N:10]([CH2:17][CH2:18][C@H:19]2[CH2:21][O:20]2)[S:9]1(=[O:23])=[O:22].[CH:24]1([NH2:29])[CH2:28][CH2:27][CH2:26][CH2:25]1. (9) Given the product [Cl:36][CH2:18][C:17]1[C:8]([C:5]2[CH:6]=[CH:7][C:2]([F:1])=[CH:3][C:4]=2[O:23][CH3:24])=[CH:9][CH:10]=[C:11]2[C:16]=1[NH:15][C:14](=[O:20])[C:13]([CH3:22])([CH3:21])[NH:12]2, predict the reactants needed to synthesize it. The reactants are: [F:1][C:2]1[CH:7]=[CH:6][C:5]([C:8]2[C:17]([CH2:18]O)=[C:16]3[C:11]([NH:12][C:13]([CH3:22])([CH3:21])[C:14](=[O:20])[NH:15]3)=[CH:10][CH:9]=2)=[C:4]([O:23][CH3:24])[CH:3]=1.C(N(CC)CC)C.CS([Cl:36])(=O)=O.C(OCC)(=O)C. (10) Given the product [ClH:1].[CH3:16][N:17]([CH3:18])[CH:12]1[CH2:11][CH2:10][C:9]2([C:4]3[CH:5]=[CH:6][C:7]([Cl:8])=[C:2]([Cl:1])[CH:3]=3)[CH:13]1[CH2:14]2, predict the reactants needed to synthesize it. The reactants are: [Cl:1][C:2]1[CH:3]=[C:4]([C:9]23[CH2:14][CH:13]2[C:12](=O)[CH2:11][CH2:10]3)[CH:5]=[CH:6][C:7]=1[Cl:8].[CH3:16][NH:17][CH3:18].C(O[BH-](OC(=O)C)OC(=O)C)(=O)C.[Na+].Cl.